Dataset: Peptide-MHC class II binding affinity with 134,281 pairs from IEDB. Task: Regression. Given a peptide amino acid sequence and an MHC pseudo amino acid sequence, predict their binding affinity value. This is MHC class II binding data. (1) The MHC is DRB1_1101 with pseudo-sequence DRB1_1101. The peptide sequence is PQLPQFLQPQ. The binding affinity (normalized) is 0. (2) The peptide sequence is GRSEFAYGSFVRTVS. The MHC is HLA-DPA10103-DPB10301 with pseudo-sequence HLA-DPA10103-DPB10301. The binding affinity (normalized) is 0.207. (3) The binding affinity (normalized) is 0. The MHC is DRB3_0101 with pseudo-sequence DRB3_0101. The peptide sequence is GTLWCGHGNKSSGPNELG. (4) The peptide sequence is PKKYFAATQFEPLAA. The MHC is HLA-DQA10301-DQB10302 with pseudo-sequence HLA-DQA10301-DQB10302. The binding affinity (normalized) is 0.394. (5) The peptide sequence is TAGVFAAPTLMSFLR. The MHC is HLA-DPA10103-DPB10401 with pseudo-sequence HLA-DPA10103-DPB10401. The binding affinity (normalized) is 0.618. (6) The peptide sequence is AIKAGTGGAYESYKF. The MHC is DRB1_0901 with pseudo-sequence DRB1_0901. The binding affinity (normalized) is 0.454. (7) The peptide sequence is ARRRLRTLVLAPTRV. The MHC is DRB3_0202 with pseudo-sequence DRB3_0202. The binding affinity (normalized) is 0.451. (8) The peptide sequence is SVAGRVDGLELKKLG. The MHC is HLA-DQA10501-DQB10303 with pseudo-sequence HLA-DQA10501-DQB10303. The binding affinity (normalized) is 0.262. (9) The peptide sequence is TAYEGQRVVFIQPSPV. The MHC is DRB1_0101 with pseudo-sequence DRB1_0101. The binding affinity (normalized) is 0.630.